This data is from Full USPTO retrosynthesis dataset with 1.9M reactions from patents (1976-2016). The task is: Predict the reactants needed to synthesize the given product. (1) The reactants are: [F:1][C:2]1[N:6]([CH3:7])[N:5]=[C:4]([CH:8]([F:10])[F:9])[C:3]=1[CH:11]=[O:12].S(Cl)([Cl:16])(=O)=O. Given the product [F:1][C:2]1[N:6]([CH3:7])[N:5]=[C:4]([CH:8]([F:9])[F:10])[C:3]=1[C:11]([Cl:16])=[O:12], predict the reactants needed to synthesize it. (2) Given the product [CH3:1][O:2][C:3]1[CH:8]=[C:7]([CH2:9][CH2:10][N:11]2[CH2:16][CH2:15][O:22][CH2:13][CH2:12]2)[CH:6]=[CH:5][C:4]=1[NH2:18], predict the reactants needed to synthesize it. The reactants are: [CH3:1][O:2][C:3]1[CH:8]=[C:7]([CH2:9][CH2:10][N:11]2[CH2:16][CH2:15]N(C)[CH2:13][CH2:12]2)[CH:6]=[CH:5][C:4]=1[NH2:18].N1CC[O:22]CC1. (3) Given the product [Br:1][C:2]1[CH:3]=[C:4]([O:13][CH3:14])[C:5]([O:11][CH3:12])=[C:6]([C:7](=[O:9])[CH3:15])[CH:10]=1, predict the reactants needed to synthesize it. The reactants are: [Br:1][C:2]1[CH:3]=[C:4]([O:13][CH3:14])[C:5]([O:11][CH3:12])=[C:6]([CH:10]=1)[C:7]([OH:9])=O.[C:15](N)(=O)C1C=CC=CC=1. (4) Given the product [Cl:1][C:2]1[C:3]([CH3:14])=[C:4]([Cl:13])[N:5]=[CH:6][C:7]=1[CH2:8][OH:9], predict the reactants needed to synthesize it. The reactants are: [Cl:1][C:2]1[C:7]([C:8](OCC)=[O:9])=[CH:6][N:5]=[C:4]([Cl:13])[C:3]=1[CH3:14].[H-].C([Al+]CC(C)C)C(C)C. (5) Given the product [ClH:26].[C:1]([N:4]1[CH2:5][CH2:6][CH:7]([NH:10][NH2:11])[CH2:8][CH2:9]1)(=[O:3])[CH3:2], predict the reactants needed to synthesize it. The reactants are: [C:1]([N:4]1[CH2:9][CH2:8][CH:7]([N:10](C(OC(C)(C)C)=O)[NH:11]C(OC(C)(C)C)=O)[CH2:6][CH2:5]1)(=[O:3])[CH3:2].[ClH:26]. (6) The reactants are: Cl.[NH2:2][CH:3]([C:7]1[CH:12]=[CH:11][CH:10]=[C:9]([Br:13])[CH:8]=1)[C:4]([OH:6])=[O:5].C(=O)([O-])[O-].[K+].[K+].[C:20](O[C:20]([O:22][C:23]([CH3:26])([CH3:25])[CH3:24])=[O:21])([O:22][C:23]([CH3:26])([CH3:25])[CH3:24])=[O:21].Cl. Given the product [Br:13][C:9]1[CH:8]=[C:7]([CH:3]([NH:2][C:20]([O:22][C:23]([CH3:26])([CH3:25])[CH3:24])=[O:21])[C:4]([OH:6])=[O:5])[CH:12]=[CH:11][CH:10]=1, predict the reactants needed to synthesize it. (7) Given the product [CH3:9][C:10]1[CH:16]=[CH:15][C:13]([NH:14][C:1]([C:2]2[CH:7]=[CH:6][CH:5]=[CH:4][CH:3]=2)=[NH:8])=[CH:12][CH:11]=1, predict the reactants needed to synthesize it. The reactants are: [C:1](#[N:8])[C:2]1[CH:7]=[CH:6][CH:5]=[CH:4][CH:3]=1.[CH3:9][C:10]1[CH:16]=[CH:15][C:13]([NH2:14])=[CH:12][CH:11]=1.